This data is from NCI-60 drug combinations with 297,098 pairs across 59 cell lines. The task is: Regression. Given two drug SMILES strings and cell line genomic features, predict the synergy score measuring deviation from expected non-interaction effect. (1) Drug 1: CN1CCC(CC1)COC2=C(C=C3C(=C2)N=CN=C3NC4=C(C=C(C=C4)Br)F)OC. Drug 2: CC(C)NC(=O)C1=CC=C(C=C1)CNNC.Cl. Cell line: T-47D. Synergy scores: CSS=0.761, Synergy_ZIP=-1.51, Synergy_Bliss=0.405, Synergy_Loewe=-6.55, Synergy_HSA=-1.04. (2) Drug 1: CC1C(C(CC(O1)OC2CC(CC3=C2C(=C4C(=C3O)C(=O)C5=C(C4=O)C(=CC=C5)OC)O)(C(=O)C)O)N)O.Cl. Drug 2: C(CC(=O)O)C(=O)CN.Cl. Cell line: UO-31. Synergy scores: CSS=12.1, Synergy_ZIP=-2.36, Synergy_Bliss=3.36, Synergy_Loewe=-13.0, Synergy_HSA=3.67.